Predict which catalyst facilitates the given reaction. From a dataset of Catalyst prediction with 721,799 reactions and 888 catalyst types from USPTO. (1) Reactant: C1(P(C2C=CC=CC=2)C2C=CC=CC=2)C=CC=CC=1.BrN1C(=O)CCC1=O.[Cl:28][C:29]1[CH:30]=[C:31]([C@@H:39]([CH2:49][CH:50]2[CH2:54][CH2:53][CH2:52][CH2:51]2)[C:40]([NH:42][C:43]2[CH:47]=[CH:46][N:45]([CH3:48])[N:44]=2)=[O:41])[CH:32]=[CH:33][C:34]=1[S:35]([CH3:38])(=[O:37])=[O:36].[C:55]([O:59][C:60](=[O:68])CN1C=CC(N)=N1)([CH3:58])([CH3:57])[CH3:56].N1C=CC=CC=1. Product: [C:55]([O:59][C:60](=[O:68])[CH2:48][N:45]1[CH:46]=[CH:47][C:43]([NH:42][C:40](=[O:41])[C@@H:39]([C:31]2[CH:32]=[CH:33][C:34]([S:35]([CH3:38])(=[O:37])=[O:36])=[C:29]([Cl:28])[CH:30]=2)[CH2:49][CH:50]2[CH2:51][CH2:52][CH2:53][CH2:54]2)=[N:44]1)([CH3:58])([CH3:57])[CH3:56]. The catalyst class is: 34. (2) Reactant: [OH:1][C:2]1[C:9]([O:10][CH3:11])=[CH:8][CH:7]=[CH:6][C:3]=1[CH:4]=O.[F:12][C:13]([F:22])([F:21])/[CH:14]=[CH:15]/[C:16]([O:18][CH2:19][CH3:20])=[O:17]. Product: [CH3:11][O:10][C:9]1[CH:8]=[CH:7][CH:6]=[C:3]2[C:2]=1[O:1][CH:14]([C:13]([F:12])([F:22])[F:21])[C:15]([C:16]([O:18][CH2:19][CH3:20])=[O:17])=[CH:4]2. The catalyst class is: 16.